Task: Predict the product of the given reaction.. Dataset: Forward reaction prediction with 1.9M reactions from USPTO patents (1976-2016) Given the reactants [N:1]1([C:7]2[N:12]=[C:11]([O:13][C:14]3[CH:18]=[CH:17][S:16][C:15]=3[C:19]([NH2:21])=O)[CH:10]=[CH:9][N:8]=2)[CH2:6][CH2:5][O:4][CH2:3][CH2:2]1.O.N(CCO)CCO, predict the reaction product. The product is: [O:4]1[CH2:3][CH2:2][N:1]([C:7]2[N:12]=[C:11]([O:13][C:14]3[CH:18]=[CH:17][S:16][C:15]=3[CH2:19][NH2:21])[CH:10]=[CH:9][N:8]=2)[CH2:6][CH2:5]1.